This data is from Forward reaction prediction with 1.9M reactions from USPTO patents (1976-2016). The task is: Predict the product of the given reaction. Given the reactants [C:1]([N:9]1[CH:22]([C:23](O)=[O:24])[CH2:21][C:20]2[CH:19]=[C:18]3[C:13]([O:14][C@@H:15]([C:27]4[CH:32]=[CH:31][C:30]([O:33][CH2:34][C:35]5[CH:40]=[CH:39][C:38]([Cl:41])=[C:37]([Cl:42])[CH:36]=5)=[CH:29][CH:28]=4)[C:16](=[O:26])[NH:17]3)=[CH:12][C:11]=2[CH2:10]1)(=[O:8])[C:2]1[CH:7]=[CH:6][CH:5]=[CH:4][CH:3]=1.Cl.[CH3:44][O:45][C:46](=[O:63])[C@@H:47]([NH2:62])[CH2:48][C:49]1[CH:54]=[CH:53][C:52]([C:55]2[CH:60]=[CH:59][C:58]([Cl:61])=[CH:57][CH:56]=2)=[CH:51][CH:50]=1, predict the reaction product. The product is: [CH3:44][O:45][C:46](=[O:63])[C@@H:47]([NH:62][C:23]([CH:22]1[CH2:21][C:20]2[CH:19]=[C:18]3[C:13]([O:14][C@@H:15]([C:27]4[CH:32]=[CH:31][C:30]([O:33][CH2:34][C:35]5[CH:40]=[CH:39][C:38]([Cl:41])=[C:37]([Cl:42])[CH:36]=5)=[CH:29][CH:28]=4)[C:16](=[O:26])[NH:17]3)=[CH:12][C:11]=2[CH2:10][N:9]1[C:1](=[O:8])[C:2]1[CH:3]=[CH:4][CH:5]=[CH:6][CH:7]=1)=[O:24])[CH2:48][C:49]1[CH:54]=[CH:53][C:52]([C:55]2[CH:60]=[CH:59][C:58]([Cl:61])=[CH:57][CH:56]=2)=[CH:51][CH:50]=1.